This data is from Catalyst prediction with 721,799 reactions and 888 catalyst types from USPTO. The task is: Predict which catalyst facilitates the given reaction. Reactant: C(OC([N:8]1[CH2:12][C@@H:11]([CH2:13][N:14]([CH:31]([CH3:33])[CH3:32])[C:15](=[O:30])[C:16]2[CH:21]=[CH:20][C:19]([O:22][CH3:23])=[C:18]([O:24][CH2:25][CH2:26][CH2:27][O:28][CH3:29])[CH:17]=2)[C@H:10]([OH:34])[CH2:9]1)=O)(C)(C)C.Cl[CH2:36][C:37]1[CH:42]=[CH:41][C:40]([CH3:43])=[C:39]([CH3:44])[CH:38]=1.CC#N.O.CC#N. Product: [CH3:44][C:39]1[CH:38]=[C:37]([CH:42]=[CH:41][C:40]=1[CH3:43])[CH2:36][O:34][C@@H:10]1[CH2:9][NH:8][CH2:12][C@H:11]1[CH2:13][N:14]([CH:31]([CH3:33])[CH3:32])[C:15](=[O:30])[C:16]1[CH:21]=[CH:20][C:19]([O:22][CH3:23])=[C:18]([O:24][CH2:25][CH2:26][CH2:27][O:28][CH3:29])[CH:17]=1. The catalyst class is: 6.